This data is from Full USPTO retrosynthesis dataset with 1.9M reactions from patents (1976-2016). The task is: Predict the reactants needed to synthesize the given product. (1) Given the product [Cl:16][C:17]1[C:22]([C:23]2[C:6]([C:7]([O:9][CH3:10])=[O:8])=[C:1]([CH:2]([CH3:4])[CH3:3])[O:5][N:24]=2)=[C:21]([Cl:27])[CH:20]=[CH:19][N:18]=1, predict the reactants needed to synthesize it. The reactants are: [C:1]([CH2:6][C:7]([O:9][CH3:10])=[O:8])(=[O:5])[CH:2]([CH3:4])[CH3:3].C[O-].[Na+].CO.[Cl:16][C:17]1[C:22]([C:23](Cl)=[N:24]O)=[C:21]([Cl:27])[CH:20]=[CH:19][N:18]=1. (2) The reactants are: [CH3:1][CH:2]([OH:7])[CH2:3][CH:4]([OH:6])[CH3:5].N1C=CC=CC=1.[C:14](Cl)(=[O:21])[C:15]1[CH:20]=[CH:19][CH:18]=[CH:17][CH:16]=1. Given the product [C:14]([O:6][CH:4]([CH2:3][CH:2]([OH:7])[CH3:1])[CH3:5])(=[O:21])[C:15]1[CH:20]=[CH:19][CH:18]=[CH:17][CH:16]=1, predict the reactants needed to synthesize it.